Dataset: Forward reaction prediction with 1.9M reactions from USPTO patents (1976-2016). Task: Predict the product of the given reaction. (1) Given the reactants [H-].[Al+3].[Li+].[H-].[H-].[H-].[CH2:7]([N:11]1[C:16]([CH3:17])=[CH:15][C:14]([CH3:19])([CH3:18])[CH2:13][C:12]1=O)[CH:8]([CH3:10])[CH3:9].O.O.O.O.O.O.O.O.O.O.S([O-])([O-])(=O)=O.[Na+].[Na+].S([O-])([O-])(=O)=O.[Na+].[Na+].C(N1CCC(C)(C)CC1)C(C)C, predict the reaction product. The product is: [CH2:7]([N:11]1[C:16]([CH3:17])=[CH:15][C:14]([CH3:19])([CH3:18])[CH2:13][CH2:12]1)[CH:8]([CH3:10])[CH3:9]. (2) Given the reactants N1(CCN2C=C(C3C=NC=C(C(F)(F)F)C=3)N=C2C2CCN([C:28]3[N:33]=[CH:32][N:31]=[C:30]([NH2:34])[C:29]=3[CH2:35][CH3:36])CC2)CCC1.[N:37]1([CH2:41][CH2:42][N:43]2[CH:47]=[C:46]([C:48]3[CH:49]=[CH:50][C:51]([F:57])=[C:52]([CH:56]=3)[C:53]([NH2:55])=[O:54])[N:45]=[C:44]2[CH:58]2[CH2:63][CH2:62][NH:61][CH2:60][CH2:59]2)[CH2:40][CH2:39][CH2:38]1, predict the reaction product. The product is: [NH2:34][C:30]1[N:31]=[CH:32][N:33]=[C:28]([N:61]2[CH2:60][CH2:59][CH:58]([C:44]3[N:43]([CH2:42][CH2:41][N:37]4[CH2:38][CH2:39][CH2:40]4)[CH:47]=[C:46]([C:48]4[CH:49]=[CH:50][C:51]([F:57])=[C:52]([CH:56]=4)[C:53]([NH2:55])=[O:54])[N:45]=3)[CH2:63][CH2:62]2)[C:29]=1[CH2:35][CH3:36]. (3) Given the reactants N[CH:2]([NH:10][C:11]1[CH:19]=[C:18]([Br:20])[CH:17]=[CH:16][C:12]=1C(O)=O)[C:3]([O:5][C:6]([CH3:9])([CH3:8])[CH3:7])=[O:4].C1(P(N=[N+]=[N-])(C2C=CC=CC=2)=[O:28])C=CC=CC=1.C([N:40]([CH2:43]C)CC)C, predict the reaction product. The product is: [Br:20][C:18]1[CH:17]=[CH:16][C:12]2[NH:40][C:43](=[O:28])[N:10]([CH2:2][C:3]([O:5][C:6]([CH3:7])([CH3:8])[CH3:9])=[O:4])[C:11]=2[CH:19]=1. (4) Given the reactants [CH2:1]([N:8]1[CH:12]=[C:11]([CH2:13][OH:14])[C:10]([O:15][CH2:16][C:17]2[CH:22]=[CH:21][C:20]([O:23][CH2:24][C:25]3[N:26]=[C:27]([C:31]4[CH:36]=[CH:35][CH:34]=[CH:33][CH:32]=4)[O:28][C:29]=3[CH3:30])=[CH:19][CH:18]=2)=[N:9]1)[C:2]1[CH:7]=[CH:6][CH:5]=[CH:4][CH:3]=1, predict the reaction product. The product is: [CH2:1]([N:8]1[CH:12]=[C:11]([CH:13]=[O:14])[C:10]([O:15][CH2:16][C:17]2[CH:22]=[CH:21][C:20]([O:23][CH2:24][C:25]3[N:26]=[C:27]([C:31]4[CH:32]=[CH:33][CH:34]=[CH:35][CH:36]=4)[O:28][C:29]=3[CH3:30])=[CH:19][CH:18]=2)=[N:9]1)[C:2]1[CH:7]=[CH:6][CH:5]=[CH:4][CH:3]=1. (5) Given the reactants [C:1]([C:4]1[CH:5]=[C:6]2[C:10](=[CH:11][CH:12]=1)[N:9]([CH3:13])[C:8]1[N:14]([CH3:27])[C:15](=[O:26])[C:16]([C:18]3[CH:23]=[CH:22][C:21]([Cl:24])=[CH:20][C:19]=3[Cl:25])=[CH:17][C:7]2=1)(=[O:3])[CH3:2].[CH2:28]1[O:53]CCOC2C(=CC=CC=2)OCC[O:53][CH2:28][CH2:29][O:30][C:31]2[C:31](=[CH:32]C=C[CH:32]=2)[O:30][CH2:29]1.C(OOC(CC)C)(=O)C.[H-].[Na+], predict the reaction product. The product is: [Cl:25][C:19]1[CH:20]=[C:21]([Cl:24])[CH:22]=[CH:23][C:18]=1[C:16]1[C:15](=[O:26])[N:14]([CH3:27])[C:8]2[N:9]([CH3:13])[C:10]3[C:6]([C:7]=2[CH:17]=1)=[CH:5][C:4]([C:1](=[O:3])[CH2:2][C:28](=[O:53])[CH2:29][O:30][CH2:31][CH3:32])=[CH:12][CH:11]=3. (6) The product is: [NH2:1][C:2]1[C:7]2=[C:8]([C:24]3[CH:25]=[CH:26][C:27]([O:30][C:31]4[CH:32]=[CH:33][CH:34]=[CH:35][CH:36]=4)=[CH:28][CH:29]=3)[N:9]=[C:10]([C@H:11]3[CH2:12][CH2:13][C@H:14]([CH2:17][NH:18][CH2:19][CH2:20][OH:40])[CH2:15][CH2:16]3)[N:6]2[N:5]=[CH:4][N:3]=1. Given the reactants [NH2:1][C:2]1[C:7]2=[C:8]([C:24]3[CH:29]=[CH:28][C:27]([O:30][C:31]4[CH:36]=[CH:35][CH:34]=[CH:33][CH:32]=4)=[CH:26][CH:25]=3)[N:9]=[C:10]([C@H:11]3[CH2:16][CH2:15][C@H:14]([CH2:17][NH:18][CH2:19][CH2:20]N(C)C)[CH2:13][CH2:12]3)[N:6]2[N:5]=[CH:4][N:3]=1.NCC[OH:40], predict the reaction product. (7) Given the reactants C([O:8][C:9]1[CH:18]=[C:17]2[C:12]([C:13]([O:19][C:20]3[CH:25]=[CH:24][C:23]([N+:26]([O-:28])=[O:27])=[CH:22][C:21]=3[F:29])=[CH:14][CH:15]=[N:16]2)=[CH:11][CH:10]=1)C1C=CC=CC=1.Cl, predict the reaction product. The product is: [F:29][C:21]1[CH:22]=[C:23]([N+:26]([O-:28])=[O:27])[CH:24]=[CH:25][C:20]=1[O:19][C:13]1[C:12]2[C:17](=[CH:18][C:9]([OH:8])=[CH:10][CH:11]=2)[N:16]=[CH:15][CH:14]=1. (8) Given the reactants C[O:2][C:3](=[O:20])[C:4]1[CH:9]=[CH:8][CH:7]=[CH:6][C:5]=1[NH:10][C:11](=[O:19])[C:12]1[CH:17]=[CH:16][C:15](I)=[CH:14][CH:13]=1.[F:21][C:22]1[CH:27]=[CH:26][C:25]([OH:28])=[CH:24][CH:23]=1.C(=O)([O-])[O-].[Cs+].[Cs+].OC1C=CC=C2C=1N=CC=C2, predict the reaction product. The product is: [F:21][C:22]1[CH:27]=[CH:26][C:25]([O:28][C:15]2[CH:16]=[CH:17][C:12]([C:11]([NH:10][C:5]3[CH:6]=[CH:7][CH:8]=[CH:9][C:4]=3[C:3]([OH:2])=[O:20])=[O:19])=[CH:13][CH:14]=2)=[CH:24][CH:23]=1. (9) Given the reactants [NH2:1][C:2]1[CH:3]=[C:4]([C@:8]2([CH3:17])[C:13]([F:15])([F:14])[CH2:12][O:11][C:10]([NH2:16])=[N:9]2)[CH:5]=[CH:6][CH:7]=1.[C:18]([C:20]1[CH:21]=[CH:22][C:23]([C:26](O)=[O:27])=[N:24][CH:25]=1)#[N:19], predict the reaction product. The product is: [NH2:16][C:10]1[O:11][CH2:12][C:13]([F:15])([F:14])[C@:8]([C:4]2[CH:3]=[C:2]([NH:1][C:26]([C:23]3[CH:22]=[CH:21][C:20]([C:18]#[N:19])=[CH:25][N:24]=3)=[O:27])[CH:7]=[CH:6][CH:5]=2)([CH3:17])[N:9]=1. (10) Given the reactants [C:1]([C:3]1[CH:4]=[N:5][CH:6]=[CH:7][CH:8]=1)#N.[C:9](#N)[C:10]1[CH:15]=[CH:14][CH:13]=[CH:12][CH:11]=1, predict the reaction product. The product is: [C:10]1([C:9]#[C:1][C:3]2[CH:4]=[N:5][CH:6]=[CH:7][CH:8]=2)[CH:15]=[CH:14][CH:13]=[CH:12][CH:11]=1.